Dataset: Forward reaction prediction with 1.9M reactions from USPTO patents (1976-2016). Task: Predict the product of the given reaction. (1) Given the reactants FC(F)(F)C(O)=O.[CH3:8][C:9]1[C:13]([CH3:14])=[C:12]([NH:15][C:16]([N:18]2[CH2:23][CH2:22][NH:21][CH2:20][CH2:19]2)=[O:17])[O:11][N:10]=1.Cl[C:25]1[S:29][N:28]=[C:27]([C:30]2[CH:35]=[CH:34][CH:33]=[CH:32][C:31]=2[F:36])[N:26]=1.C(N(CC)CC)C.CN(C)C=O, predict the reaction product. The product is: [CH3:8][C:9]1[C:13]([CH3:14])=[C:12]([NH:15][C:16]([N:18]2[CH2:19][CH2:20][N:21]([C:25]3[S:29][N:28]=[C:27]([C:30]4[CH:35]=[CH:34][CH:33]=[CH:32][C:31]=4[F:36])[N:26]=3)[CH2:22][CH2:23]2)=[O:17])[O:11][N:10]=1. (2) Given the reactants [CH3:1][C:2]1[CH:7]=[CH:6][C:5]([C:8]2[O:9][C:10]([CH3:13])=[N:11][N:12]=2)=[CH:4][C:3]=1[C:14]1[CH:19]=[CH:18][C:17]([C:20](O)=[O:21])=[CH:16][CH:15]=1.[CH3:23][NH:24][CH2:25][CH2:26][C:27]1[CH:32]=[CH:31][CH:30]=[CH:29][CH:28]=1, predict the reaction product. The product is: [CH3:1][C:2]1[CH:7]=[CH:6][C:5]([C:8]2[O:9][C:10]([CH3:13])=[N:11][N:12]=2)=[CH:4][C:3]=1[C:14]1[CH:15]=[CH:16][C:17]([C:20]([N:24]([CH3:23])[CH2:25][CH2:26][C:27]2[CH:32]=[CH:31][CH:30]=[CH:29][CH:28]=2)=[O:21])=[CH:18][CH:19]=1. (3) Given the reactants O.[CH3:2][O:3][C:4]1[CH:9]=[CH:8][N:7]=[CH:6][C:5]=1B(O)O.I[C:14]1[C@@:18]2([CH3:33])[CH2:19][CH2:20][C@H:21]3[C@H:30]([C@@H:17]2[CH2:16][CH:15]=1)[CH2:29][CH:28]=[C:27]1[C@:22]3([CH3:32])[CH2:23][CH2:24][C:25](=[O:31])[NH:26]1, predict the reaction product. The product is: [CH3:2][O:3][C:4]1[CH:9]=[CH:8][N:7]=[CH:6][C:5]=1[C:14]1[C@@:18]2([CH3:33])[CH2:19][CH2:20][C@H:21]3[C@H:30]([C@@H:17]2[CH2:16][CH:15]=1)[CH2:29][CH:28]=[C:27]1[C@:22]3([CH3:32])[CH2:23][CH2:24][C:25](=[O:31])[NH:26]1. (4) Given the reactants [OH:1][C:2]1[CH:3]=[C:4]2[C:8](=[CH:9][CH:10]=1)[N:7]([CH2:11][C:12]1[CH:13]=[C:14]([CH:19]=[CH:20][CH:21]=1)[C:15]([O:17][CH3:18])=[O:16])[CH:6]=[CH:5]2.C(=O)([O-])[O-].[Cs+].[Cs+].Cl[CH2:29][C:30]1[C:31]([C:38]2[C:43]([Cl:44])=[CH:42][CH:41]=[CH:40][C:39]=2[Cl:45])=[N:32][O:33][C:34]=1[CH:35]([CH3:37])[CH3:36], predict the reaction product. The product is: [Cl:44][C:43]1[CH:42]=[CH:41][CH:40]=[C:39]([Cl:45])[C:38]=1[C:31]1[C:30]([CH2:29][O:1][C:2]2[CH:3]=[C:4]3[C:8](=[CH:9][CH:10]=2)[N:7]([CH2:11][C:12]2[CH:13]=[C:14]([CH:19]=[CH:20][CH:21]=2)[C:15]([O:17][CH3:18])=[O:16])[CH:6]=[CH:5]3)=[C:34]([CH:35]([CH3:37])[CH3:36])[O:33][N:32]=1. (5) Given the reactants [OH:1][CH2:2][CH2:3][CH2:4][O:5][C:6]1[CH:11]=[CH:10][C:9]([CH2:12][C@H:13]([O:17][CH3:18])[C:14]([OH:16])=[O:15])=[CH:8][CH:7]=1.[CH:19]1[CH:24]=[CH:23][C:22]([NH:25][C:26]2[CH:31]=[CH:30][CH:29]=[C:28](O)[CH:27]=2)=[CH:21][CH:20]=1, predict the reaction product. The product is: [CH3:18][O:17][C@@H:13]([CH2:12][C:9]1[CH:10]=[CH:11][C:6]([O:5][CH2:4][CH2:3][CH2:2][O:1][C:30]2[CH:29]=[CH:28][CH:27]=[C:26]([NH:25][C:22]3[CH:23]=[CH:24][CH:19]=[CH:20][CH:21]=3)[CH:31]=2)=[CH:7][CH:8]=1)[C:14]([OH:16])=[O:15]. (6) The product is: [CH2:1]([O:8][C:9](=[O:25])[NH:10][C:11]1[CH:16]=[CH:15][C:14]([NH:17][C:18](=[O:24])[CH2:19][CH2:20][CH2:21][CH2:22][N:27]([CH3:28])[CH3:26])=[CH:13][CH:12]=1)[C:2]1[CH:7]=[CH:6][CH:5]=[CH:4][CH:3]=1. Given the reactants [CH2:1]([O:8][C:9](=[O:25])[NH:10][C:11]1[CH:16]=[CH:15][C:14]([NH:17][C:18](=[O:24])[CH2:19][CH2:20][CH2:21][CH2:22]Br)=[CH:13][CH:12]=1)[C:2]1[CH:7]=[CH:6][CH:5]=[CH:4][CH:3]=1.[CH3:26][NH:27][CH3:28].O, predict the reaction product. (7) Given the reactants [NH2:1][C@H:2]([C:24]([OH:26])=O)[CH2:3][CH2:4][CH2:5][NH:6][C:7](=[NH:23])[N:8](C(OC(C)(C)C)=O)C(OC(C)(C)C)=O.[OH:27][C:28]1[CH:29]=[C:30]([CH:34]=[C:35]([OH:38])[C:36]=1[Br:37])[C:31]([OH:33])=O.CC(C)[N:41]=C=NC(C)C.C1C=CC2N(O)N=NC=2C=1.C1(P(C2C=CC=CC=2)C2C=CC=CC=2)C=CC=CC=1.[Cl:77][C:78]1[CH:83]=[C:82]([Cl:84])[CH:81]=[CH:80][C:79]=1[CH2:85][CH2:86]O.CC(OC(/N=N/C(OC(C)C)=O)=O)C, predict the reaction product. The product is: [Br:37][C:36]1[C:35]([OH:38])=[CH:34][C:30]([C:31]([NH:1][C@H:2]([C:24](=[O:26])[NH2:41])[CH2:3][CH2:4][CH2:5][NH:6][C:7]([NH2:8])=[NH:23])=[O:33])=[CH:29][C:28]=1[O:27][CH2:86][CH2:85][C:79]1[CH:80]=[CH:81][C:82]([Cl:84])=[CH:83][C:78]=1[Cl:77].